This data is from TCR-epitope binding with 47,182 pairs between 192 epitopes and 23,139 TCRs. The task is: Binary Classification. Given a T-cell receptor sequence (or CDR3 region) and an epitope sequence, predict whether binding occurs between them. (1) The epitope is FLNGSCGSV. The TCR CDR3 sequence is CASSLDNTEAFF. Result: 1 (the TCR binds to the epitope). (2) The epitope is FLLNKEMYL. The TCR CDR3 sequence is CASSFEWTEAFF. Result: 0 (the TCR does not bind to the epitope). (3) Result: 0 (the TCR does not bind to the epitope). The TCR CDR3 sequence is CASSSNEQFF. The epitope is FTYASALWEI. (4) The epitope is GTSGSPIVNR. The TCR CDR3 sequence is CASSNSYEQYF. Result: 0 (the TCR does not bind to the epitope). (5) The epitope is YIFFASFYY. The TCR CDR3 sequence is CASSSGQGNTEAFF. Result: 1 (the TCR binds to the epitope). (6) The epitope is SSNVANYQK. The TCR CDR3 sequence is CASSLRGGNADTQYF. Result: 0 (the TCR does not bind to the epitope).